This data is from Forward reaction prediction with 1.9M reactions from USPTO patents (1976-2016). The task is: Predict the product of the given reaction. (1) Given the reactants [F:1][C:2]1[CH:7]=[C:6]([I:8])[CH:5]=[CH:4][C:3]=1[N:9]1[C:14]2[N:15]([CH3:29])[C:16](=[O:28])[C:17]([CH3:27])=[C:18](OS(C(F)(F)F)(=O)=O)[C:13]=2[C:12](=[O:30])[N:11]([CH3:31])[C:10]1=[O:32].[NH2:33][C:34]1[CH:35]=[C:36]([NH:40][S:41]([CH3:44])(=[O:43])=[O:42])[CH:37]=[CH:38][CH:39]=1.CN(C)C(=O)C.N1C(C)=CC=CC=1C, predict the reaction product. The product is: [F:1][C:2]1[CH:7]=[C:6]([I:8])[CH:5]=[CH:4][C:3]=1[N:9]1[C:14]2[N:15]([CH3:29])[C:16](=[O:28])[C:17]([CH3:27])=[C:18]([NH:33][C:34]3[CH:35]=[C:36]([NH:40][S:41]([CH3:44])(=[O:43])=[O:42])[CH:37]=[CH:38][CH:39]=3)[C:13]=2[C:12](=[O:30])[N:11]([CH3:31])[C:10]1=[O:32]. (2) Given the reactants [Si:1]([O:8][C:9]([CH3:57])([CH3:56])[C:10]#[C:11][C:12]1[N:17]=[C:16]([C@@H:18]([NH:28][C:29](=[O:35])[O:30][C:31]([CH3:34])([CH3:33])[CH3:32])[CH2:19][C:20]2[CH:25]=[C:24]([F:26])[CH:23]=[C:22]([F:27])[CH:21]=2)[C:15]([C:36]2[CH:37]=[CH:38][C:39]([Cl:55])=[C:40]3[C:44]=2[N:43]([CH3:45])[N:42]=[C:41]3[N:46](CC)[C:47](=O)[C:48](F)(F)F)=[CH:14][CH:13]=1)([C:4]([CH3:7])([CH3:6])[CH3:5])([CH3:3])[CH3:2].C([O-])([O-])=O.[K+].[K+], predict the reaction product. The product is: [Si:1]([O:8][C:9]([CH3:56])([CH3:57])[C:10]#[C:11][C:12]1[N:17]=[C:16]([C@@H:18]([NH:28][C:29](=[O:35])[O:30][C:31]([CH3:34])([CH3:33])[CH3:32])[CH2:19][C:20]2[CH:25]=[C:24]([F:26])[CH:23]=[C:22]([F:27])[CH:21]=2)[C:15]([C:36]2[CH:37]=[CH:38][C:39]([Cl:55])=[C:40]3[C:44]=2[N:43]([CH3:45])[N:42]=[C:41]3[NH:46][CH2:47][CH3:48])=[CH:14][CH:13]=1)([C:4]([CH3:5])([CH3:6])[CH3:7])([CH3:3])[CH3:2]. (3) Given the reactants [Cl:1][C:2]1[C:3]([O:12][C:13]2[CH:18]=[C:17]([O:19][CH:20]([CH3:22])[CH3:21])[CH:16]=[CH:15][C:14]=2/[CH:23]=[C:24](\[CH3:28])/[C:25](O)=[O:26])=[N:4][CH:5]=[C:6]([C:8]([F:11])([F:10])[F:9])[CH:7]=1.Cl.C(N=C=NCCCN(C)C)C.[CH:41]([O:44][CH2:45][CH2:46][NH:47][S:48]([NH2:51])(=[O:50])=[O:49])([CH3:43])[CH3:42].Cl, predict the reaction product. The product is: [Cl:1][C:2]1[C:3]([O:12][C:13]2[CH:18]=[C:17]([O:19][CH:20]([CH3:21])[CH3:22])[CH:16]=[CH:15][C:14]=2/[CH:23]=[C:24](\[CH3:28])/[C:25]([NH:51][S:48]([NH:47][CH2:46][CH2:45][O:44][CH:41]([CH3:43])[CH3:42])(=[O:50])=[O:49])=[O:26])=[N:4][CH:5]=[C:6]([C:8]([F:11])([F:9])[F:10])[CH:7]=1. (4) Given the reactants C(O[C:6](=[O:28])[NH:7][C@H:8]1[CH2:16][O:15]C(=O)[C@H](CC2C=CC=CC=2)[C@@H:12]([OH:25])[C@H:11]([CH3:26])[O:10][C:9]1=[O:27])(C)(C)C.[OH:29][C:30]1[C:31](C(O)=O)=[N:32][CH:33]=[CH:34][C:35]=1[O:36][CH3:37].N1C=CC=CC=1C(N)=[O:48].O.[OH-].[Li+], predict the reaction product. The product is: [OH:29][C:30]1[C:31]([C:6]([NH:7][C@@H:8]2[C@@H:16]([OH:15])[C@H:26]([OH:48])[C@@H:11]([CH2:12][OH:25])[O:10][C@@H:9]2[OH:27])=[O:28])=[N:32][CH:33]=[CH:34][C:35]=1[O:36][CH3:37]. (5) Given the reactants [Cl:1][C:2]1[CH:7]=[C:6]([O:8][CH3:9])[CH:5]=[CH:4][C:3]=1[CH2:10][C:11]([OH:13])=O.S(Cl)([Cl:16])=O, predict the reaction product. The product is: [Cl:1][C:2]1[CH:7]=[C:6]([O:8][CH3:9])[CH:5]=[CH:4][C:3]=1[CH2:10][C:11]([Cl:16])=[O:13]. (6) Given the reactants [CH3:1][O:2][C:3]1[CH:4]=[C:5]2[C:10](=[CH:11][C:12]=1[O:13][CH3:14])[N:9]=[CH:8][CH:7]=[C:6]2[O:15][C:16]1[CH:22]=[CH:21][C:19]([NH2:20])=[C:18]([CH3:23])[CH:17]=1.C(N(CC)CC)C.ClC(Cl)(O[C:35](=[O:41])OC(Cl)(Cl)Cl)Cl.[CH3:43][C:44]1[N:45]=[C:46]([CH:50]([NH2:52])[CH3:51])[S:47][C:48]=1[CH3:49], predict the reaction product. The product is: [CH3:1][O:2][C:3]1[CH:4]=[C:5]2[C:10](=[CH:11][C:12]=1[O:13][CH3:14])[N:9]=[CH:8][CH:7]=[C:6]2[O:15][C:16]1[CH:22]=[CH:21][C:19]([NH:20][C:35]([NH:52][CH:50]([C:46]2[S:47][C:48]([CH3:49])=[C:44]([CH3:43])[N:45]=2)[CH3:51])=[O:41])=[C:18]([CH3:23])[CH:17]=1.